This data is from NCI-60 drug combinations with 297,098 pairs across 59 cell lines. The task is: Regression. Given two drug SMILES strings and cell line genomic features, predict the synergy score measuring deviation from expected non-interaction effect. Drug 1: C1C(C(OC1N2C=NC3=C(N=C(N=C32)Cl)N)CO)O. Drug 2: CC1CCC2CC(C(=CC=CC=CC(CC(C(=O)C(C(C(=CC(C(=O)CC(OC(=O)C3CCCCN3C(=O)C(=O)C1(O2)O)C(C)CC4CCC(C(C4)OC)O)C)C)O)OC)C)C)C)OC. Cell line: SN12C. Synergy scores: CSS=51.1, Synergy_ZIP=-2.60, Synergy_Bliss=0.951, Synergy_Loewe=-5.31, Synergy_HSA=1.25.